From a dataset of Reaction yield outcomes from USPTO patents with 853,638 reactions. Predict the reaction yield, written as a fraction of the theoretical maximum amount of product (1.0 means a 100% yield; for example, 0.34 means a 34% yield). The reactants are C(OC([N:8]1[C:16]2[C:11](=[CH:12][C:13](OS(C(F)(F)C(F)(F)C(F)(F)C(F)(F)F)(=O)=O)=[CH:14][CH:15]=2)[C:10](C(OCC2C=CC=CC=2)=O)=[C:9]1C)=O)(C)(C)C.[C:45](=[O:48])([O-])[O-:46].[Na+].[Na+].[CH3:54][CH2:55][CH2:56][CH2:54][CH2:55][CH3:56].[C:57](OCC)(=O)[CH3:57]. The catalyst is C1(C)C=CC=CC=1.C1(P([C-]2C=CC=C2)C2C=CC=CC=2)C=CC=CC=1.[C-]1(P(C2C=CC=CC=2)C2C=CC=CC=2)C=CC=C1.[Fe+2].Cl[Pd]Cl. The product is [C:45]([C:9]1[NH:8][C:16]2[C:11]([CH:10]=1)=[CH:12][CH:13]=[CH:14][CH:15]=2)([O:46][C:55]([CH3:54])([CH3:56])[CH3:57])=[O:48].[N:8]1[CH:16]=[CH:11][CH:12]=[CH:13][CH:14]=1. The yield is 0.400.